From a dataset of Forward reaction prediction with 1.9M reactions from USPTO patents (1976-2016). Predict the product of the given reaction. (1) Given the reactants [F:1][C:2]1[C:9]([CH3:10])=[C:8]([F:11])[CH:7]=[CH:6][C:3]=1[CH:4]=O.C(O)(=O)[CH2:13][C:14]([OH:16])=[O:15], predict the reaction product. The product is: [F:1][C:2]1[C:9]([CH3:10])=[C:8]([F:11])[CH:7]=[CH:6][C:3]=1[CH:4]=[CH:13][C:14]([OH:16])=[O:15]. (2) Given the reactants [Cl:1][C:2]1[S:6][C:5]([C:7]([NH:9][C:10]([CH2:17][O:18][CH3:19])([CH2:14][O:15][CH3:16])[C:11]([OH:13])=O)=[O:8])=[CH:4][CH:3]=1.C(OC1C=CC2C(=CC=CC=2)N1C(OCC)=O)C.[CH3:38][N:39]1[CH2:45][CH2:44][C:43]2[CH:46]=[C:47]([NH2:50])[CH:48]=[CH:49][C:42]=2[CH2:41][CH2:40]1, predict the reaction product. The product is: [CH3:16][O:15][CH2:14][C:10]([NH:9][C:7]([C:5]1[S:6][C:2]([Cl:1])=[CH:3][CH:4]=1)=[O:8])([CH2:17][O:18][CH3:19])[C:11](=[O:13])[NH:50][C:47]1[CH:48]=[CH:49][C:42]2[CH2:41][CH2:40][N:39]([CH3:38])[CH2:45][CH2:44][C:43]=2[CH:46]=1. (3) Given the reactants [CH3:1][C:2]1[O:6][N:5]=[C:4]([C:7]2[CH:12]=[CH:11][CH:10]=[CH:9][CH:8]=2)[C:3]=1[C:13]1[O:17][C:16]([C:18]2[CH:23]=[CH:22][C:21]([N:24]3[CH2:29][CH2:28]S[CH2:26][CH2:25]3)=[CH:20][CH:19]=2)=[N:15][N:14]=1.O[O:31][S:32]([O-:34])=O.[K+].S(=O)(O)[O-].[Na+].C(=O)([O-])[O-].[Na+].[Na+], predict the reaction product. The product is: [CH3:1][C:2]1[O:6][N:5]=[C:4]([C:7]2[CH:12]=[CH:11][CH:10]=[CH:9][CH:8]=2)[C:3]=1[C:13]1[O:17][C:16]([C:18]2[CH:19]=[CH:20][C:21]([N:24]3[CH2:25][CH2:26][S:32](=[O:34])(=[O:31])[CH2:28][CH2:29]3)=[CH:22][CH:23]=2)=[N:15][N:14]=1. (4) Given the reactants [CH3:1][NH:2][C:3]([C:5]1[S:9][C:8]([N:10]2[CH2:15][CH2:14][N:13](C(OC(C)(C)C)=O)[CH2:12][CH2:11]2)=[N:7][C:6]=1[C:23]1[CH:28]=[CH:27][C:26]([O:29][C:30]2[CH:35]=[CH:34][CH:33]=[CH:32][CH:31]=2)=[CH:25][CH:24]=1)=[O:4].C(O)(C(F)(F)F)=O, predict the reaction product. The product is: [CH3:1][NH:2][C:3]([C:5]1[S:9][C:8]([N:10]2[CH2:15][CH2:14][NH:13][CH2:12][CH2:11]2)=[N:7][C:6]=1[C:23]1[CH:28]=[CH:27][C:26]([O:29][C:30]2[CH:35]=[CH:34][CH:33]=[CH:32][CH:31]=2)=[CH:25][CH:24]=1)=[O:4]. (5) Given the reactants [CH2:1]([O:8][C:9]1[CH:28]=[C:27]([Cl:29])[C:12]([CH2:13][C@@H:14]2[CH2:18][CH2:17][N:16]([C@H:19]3[CH2:24][CH2:23][C@H:22]([OH:25])[CH2:21][CH2:20]3)[C:15]2=[O:26])=[C:11]([Cl:30])[CH:10]=1)[C:2]1[CH:7]=[CH:6][CH:5]=[CH:4][CH:3]=1.C(N(CC)CC)C.[CH3:38][S:39](Cl)(=[O:41])=[O:40], predict the reaction product. The product is: [CH2:1]([O:8][C:9]1[CH:10]=[C:11]([Cl:30])[C:12]([CH2:13][C@@H:14]2[CH2:18][CH2:17][N:16]([C@H:19]3[CH2:20][CH2:21][C@H:22]([O:25][S:39]([CH3:38])(=[O:41])=[O:40])[CH2:23][CH2:24]3)[C:15]2=[O:26])=[C:27]([Cl:29])[CH:28]=1)[C:2]1[CH:3]=[CH:4][CH:5]=[CH:6][CH:7]=1.